This data is from Catalyst prediction with 721,799 reactions and 888 catalyst types from USPTO. The task is: Predict which catalyst facilitates the given reaction. (1) Reactant: [CH3:1][C:2]1[N:7]=[C:6]([NH:8][CH3:9])[N:5]=[C:4]([NH:10][CH:11]2[CH2:16][CH2:15][CH2:14][CH:13]([C:17]([OH:19])=O)[CH2:12]2)[N:3]=1.[NH2:20][CH2:21][C:22]1[CH:29]=[CH:28][C:25]([C:26]#[N:27])=[CH:24][C:23]=1[C:30]([F:33])([F:32])[F:31].C(N(C(C)C)CC)(C)C.F[P-](F)(F)(F)(F)F.N1(O[P+](N(C)C)(N(C)C)N(C)C)C2C=CC=CC=2N=N1. Product: [C:26]([C:25]1[CH:28]=[CH:29][C:22]([CH2:21][NH:20][C:17]([C@H:13]2[CH2:14][CH2:15][CH2:16][C@@H:11]([NH:10][C:4]3[N:3]=[C:2]([CH3:1])[N:7]=[C:6]([NH:8][CH3:9])[N:5]=3)[CH2:12]2)=[O:19])=[C:23]([C:30]([F:31])([F:33])[F:32])[CH:24]=1)#[N:27]. The catalyst class is: 9. (2) Reactant: [CH3:1][C:2]1([CH3:24])[N:6]([C:7]([O:9][C:10]([CH3:13])([CH3:12])[CH3:11])=[O:8])[C@H:5]([CH2:14]OS(C)(=O)=O)[C@@H:4]([C:20]([O:22][CH3:23])=[O:21])[O:3]1.[N-:25]=[N+:26]=[N-:27].[Na+].O. Product: [N:25]([CH2:14][C@@H:5]1[C@@H:4]([C:20]([O:22][CH3:23])=[O:21])[O:3][C:2]([CH3:24])([CH3:1])[N:6]1[C:7]([O:9][C:10]([CH3:13])([CH3:12])[CH3:11])=[O:8])=[N+:26]=[N-:27]. The catalyst class is: 3. (3) Reactant: [NH2:1][C@H:2]([C:6]([OH:8])=[O:7])[CH2:3][CH2:4][OH:5].Cl[C:10]([O:12][CH2:13][C:14]1[CH:19]=[CH:18][CH:17]=[CH:16][CH:15]=1)=[O:11]. The catalyst class is: 12. Product: [CH2:13]([O:12][C:10]([NH:1][C@H:2]([CH2:3][CH2:4][OH:5])[C:6]([OH:8])=[O:7])=[O:11])[C:14]1[CH:19]=[CH:18][CH:17]=[CH:16][CH:15]=1. (4) Reactant: [OH:1][C:2]1[CH:3]=[C:4]([C:12]([O:14][CH3:15])=[O:13])[CH:5]=[C:6]([CH:11]=1)[C:7]([O:9][CH3:10])=[O:8].Br[CH2:17][CH2:18][CH2:19][CH2:20][CH2:21][CH2:22][CH2:23][CH2:24][CH2:25][CH3:26].C([O-])([O-])=O.[K+].[K+]. Product: [CH2:17]([O:1][C:2]1[CH:11]=[C:6]([C:7]([O:9][CH3:10])=[O:8])[CH:5]=[C:4]([CH:3]=1)[C:12]([O:14][CH3:15])=[O:13])[CH2:18][CH2:19][CH2:20][CH2:21][CH2:22][CH2:23][CH2:24][CH2:25][CH3:26]. The catalyst class is: 23. (5) Reactant: [Cl:1][C:2]1[CH:11]=[C:10]([C:12](N(OC)C)=[O:13])[C:9]([C:18]2[CH:23]=[CH:22][CH:21]=[CH:20][C:19]=2[F:24])=[C:8]2[C:3]=1[CH:4]=[CH:5][CH:6]=[N:7]2.[CH3:25][Mg]Br. Product: [Cl:1][C:2]1[CH:11]=[C:10]([C:12](=[O:13])[CH3:25])[C:9]([C:18]2[CH:23]=[CH:22][CH:21]=[CH:20][C:19]=2[F:24])=[C:8]2[C:3]=1[CH:4]=[CH:5][CH:6]=[N:7]2. The catalyst class is: 7. (6) Reactant: Cl[CH2:2][C:3]1[N+:12]([O-:13])=[C:11]([C:14]2[CH:19]=[CH:18][C:17]3[O:20][CH2:21][O:22][C:16]=3[CH:15]=2)[C:10]2[C:5](=[CH:6][C:7]3[O:25][CH2:24][O:23][C:8]=3[CH:9]=2)[N:4]=1.[NH:26]1[CH2:30][CH2:29][CH2:28][CH2:27]1.CN(C=O)C. Product: [N:26]1([CH2:2][C:3]2[N+:12]([O-:13])=[C:11]([C:14]3[CH:19]=[CH:18][C:17]4[O:20][CH2:21][O:22][C:16]=4[CH:15]=3)[C:10]3[C:5](=[CH:6][C:7]4[O:25][CH2:24][O:23][C:8]=4[CH:9]=3)[N:4]=2)[CH2:30][CH2:29][CH2:28][CH2:27]1. The catalyst class is: 5. (7) Reactant: [C:1]([N:5]1[CH2:8][CH:7]([N:9]2[CH2:14][CH2:13][N:12]([C:15](=[O:31])[CH2:16][NH:17][C:18]3[CH:26]=[C:25]([CH:27]4[CH2:29][CH2:28]4)[C:24]([Cl:30])=[CH:23][C:19]=3[C:20]([NH2:22])=O)[CH2:11][CH2:10]2)[CH2:6]1)(=[O:4])[CH:2]=[CH2:3].CCN(CC)CC.FC(F)(F)C(OC(=O)C(F)(F)F)=O.O. Product: [C:1]([N:5]1[CH2:6][CH:7]([N:9]2[CH2:10][CH2:11][N:12]([C:15](=[O:31])[CH2:16][NH:17][C:18]3[CH:26]=[C:25]([CH:27]4[CH2:28][CH2:29]4)[C:24]([Cl:30])=[CH:23][C:19]=3[C:20]#[N:22])[CH2:13][CH2:14]2)[CH2:8]1)(=[O:4])[CH:2]=[CH2:3]. The catalyst class is: 2. (8) Reactant: [Cl:1][C:2]1[CH:3]=[C:4]([C:35]2[CH:40]=[CH:39][CH:38]=[CH:37][CH:36]=2)[CH:5]=[CH:6][C:7]=1[CH2:8][N:9]1[C:13]2[CH:14]=[C:15]([O:19][CH2:20][C:21]3[CH:30]=[CH:29][CH:28]=[C:27]([N+:31]([O-])=O)[C:22]=3[C:23]([O:25][CH3:26])=[O:24])[CH:16]=[C:17]([CH3:18])[C:12]=2[N:11]=[C:10]1[CH3:34].[NH4+].[Cl-].C1COCC1.O. Product: [NH2:31][C:27]1[CH:28]=[CH:29][CH:30]=[C:21]([CH2:20][O:19][C:15]2[CH:16]=[C:17]([CH3:18])[C:12]3[N:11]=[C:10]([CH3:34])[N:9]([CH2:8][C:7]4[CH:6]=[CH:5][C:4]([C:35]5[CH:36]=[CH:37][CH:38]=[CH:39][CH:40]=5)=[CH:3][C:2]=4[Cl:1])[C:13]=3[CH:14]=2)[C:22]=1[C:23]([O:25][CH3:26])=[O:24]. The catalyst class is: 415.